This data is from Reaction yield outcomes from USPTO patents with 853,638 reactions. The task is: Predict the reaction yield, written as a fraction of the theoretical maximum amount of product (1.0 means a 100% yield; for example, 0.34 means a 34% yield). (1) The reactants are I[C:2]1[C:6]([C:7]2[N:11]=[CH:10][N:9]([CH2:12][O:13][CH2:14][CH2:15][Si:16]([CH3:19])([CH3:18])[CH3:17])[N:8]=2)=[CH:5][N:4]([C:20]2[C:25]([CH3:26])=[CH:24][N:23]=[C:22]([NH:27][C:28](=[O:30])[CH3:29])[CH:21]=2)[N:3]=1.[Cl:31][C:32]1[CH:37]=[CH:36][C:35]([CH:38]=[O:39])=[CH:34][C:33]=1B(O)O.P([O-])([O-])([O-])=O.[K+].[K+].[K+]. The catalyst is COCCOC.O.C(=O)(O)[O-].[Na+].CC(P(C(C)(C)C)C1C=CC(N(C)C)=CC=1)(C)C.CC(P(C(C)(C)C)C1C=CC(N(C)C)=CC=1)(C)C.Cl[Pd]Cl. The product is [Cl:31][C:32]1[CH:37]=[CH:36][C:35]([CH:38]=[O:39])=[CH:34][C:33]=1[C:2]1[C:6]([C:7]2[N:11]=[CH:10][N:9]([CH2:12][O:13][CH2:14][CH2:15][Si:16]([CH3:19])([CH3:18])[CH3:17])[N:8]=2)=[CH:5][N:4]([C:20]2[C:25]([CH3:26])=[CH:24][N:23]=[C:22]([NH:27][C:28](=[O:30])[CH3:29])[CH:21]=2)[N:3]=1. The yield is 0.810. (2) The reactants are [CH2:1]([C:4]1[C:5]([Si:13]([CH3:16])([CH3:15])[CH3:14])=[C:6]2[CH2:12][CH2:11][O:10][C:7]2=[N:8][CH:9]=1)[CH:2]=[CH2:3].[O:17]1CCCC1.C12BC(CCC1)CCC2.CN(C)CCN(C)C.OO.[OH-].[Na+]. The catalyst is O1CCCC1. The product is [CH3:14][Si:13]([CH3:16])([CH3:15])[C:5]1[C:4]([CH2:1][CH2:2][CH2:3][OH:17])=[CH:9][N:8]=[C:7]2[O:10][CH2:11][CH2:12][C:6]=12. The yield is 0.680. (3) The product is [NH2:11][N:1]1[CH:5]=[CH:4][N:3]=[C:2]1[C:6]([O:8][CH2:9][CH3:10])=[O:7]. The catalyst is CN(C=O)C.C[Si](C)(C)N[Si](C)(C)C.[Li]. The reactants are [NH:1]1[CH:5]=[CH:4][N:3]=[C:2]1[C:6]([O:8][CH2:9][CH3:10])=[O:7].[NH2:11]O. The yield is 0.940. (4) The reactants are [CH3:1][C:2]1[O:6][N:5]=[C:4]([C:7]2[CH:12]=[CH:11][CH:10]=[CH:9][CH:8]=2)[C:3]=1[CH2:13][O:14][C:15]1[CH:23]=[CH:22][C:18]([C:19]([OH:21])=O)=[CH:17][N:16]=1.[CH3:24][N:25]1[CH:29]=[C:28]([NH2:30])[CH:27]=[N:26]1. No catalyst specified. The product is [CH3:1][C:2]1[O:6][N:5]=[C:4]([C:7]2[CH:8]=[CH:9][CH:10]=[CH:11][CH:12]=2)[C:3]=1[CH2:13][O:14][C:15]1[CH:23]=[CH:22][C:18]([C:19]([NH:30][C:28]2[CH:27]=[N:26][N:25]([CH3:24])[CH:29]=2)=[O:21])=[CH:17][N:16]=1. The yield is 0.410.